From a dataset of M1 muscarinic receptor antagonist screen with 61,756 compounds. Binary Classification. Given a drug SMILES string, predict its activity (active/inactive) in a high-throughput screening assay against a specified biological target. (1) The result is 0 (inactive). The drug is S(Cc1[nH]c2c(n1)cccc2)c1n(c(nn1)c1sccc1)C. (2) The compound is S(=O)(=O)(Nc1c(cccc1C)C)c1c([nH]c(=O)[nH]c1=O)C. The result is 0 (inactive). (3) The result is 0 (inactive). The molecule is S(=O)(=O)(N1CCOCC1)c1ccc(NC(=O)C(N(S(=O)(=O)C)c2ccc(cc2)C)C)cc1. (4) The drug is S(=O)(=O)(N1CCC(CC1)C(=O)Nc1c(OCC)ccc(OCC)c1)c1[nH]cnc1. The result is 0 (inactive). (5) The drug is Clc1c(c2noc(c2C(=O)N2CCN=C2SCc2cccnc2)C)cccc1. The result is 0 (inactive). (6) The molecule is S(c1oc2c(n1)cccc2)CC(=O)NC(=O)NCc1occc1. The result is 0 (inactive). (7) The molecule is O1c2c(N(CCC(=O)NCc3c(OC)cccc3)C(=O)C1)cccc2. The result is 0 (inactive).